Dataset: Forward reaction prediction with 1.9M reactions from USPTO patents (1976-2016). Task: Predict the product of the given reaction. (1) Given the reactants [NH2:1][C:2]1[CH:7]=[CH:6][C:5]([C:8]2[CH:13]=[N:12][CH:11]=[C:10]3[N:14]([CH3:18])[N:15]=[C:16]([NH2:17])[C:9]=23)=[CH:4][CH:3]=1.[N:19]([C:22]1[CH:27]=[CH:26][CH:25]=[C:24]([CH3:28])[CH:23]=1)=[C:20]=[O:21].FC1C=CC(C)=CC=1N=C=O, predict the reaction product. The product is: [NH2:17][C:16]1[C:9]2[C:10](=[CH:11][N:12]=[CH:13][C:8]=2[C:5]2[CH:4]=[CH:3][C:2]([NH:1][C:20]([NH:19][C:22]3[CH:27]=[CH:26][CH:25]=[C:24]([CH3:28])[CH:23]=3)=[O:21])=[CH:7][CH:6]=2)[N:14]([CH3:18])[N:15]=1. (2) Given the reactants [C:1](=[N:14][NH:15]C1C=CC(S(NCCN2CCOCC2)(=O)=O)=C(C)C=1)([C:8]1[CH:13]=[CH:12][CH:11]=[CH:10][CH:9]=1)[C:2]1[CH:7]=[CH:6][CH:5]=[CH:4][CH:3]=1.Br[C:36]1[CH:37]=[C:38]([S:42]([NH:45][CH2:46][CH2:47][O:48][CH3:49])(=[O:44])=[O:43])[CH:39]=[CH:40][CH:41]=1, predict the reaction product. The product is: [C:1](=[N:14][NH:15][C:36]1[CH:37]=[C:38]([S:42]([NH:45][CH2:46][CH2:47][O:48][CH3:49])(=[O:43])=[O:44])[CH:39]=[CH:40][CH:41]=1)([C:8]1[CH:9]=[CH:10][CH:11]=[CH:12][CH:13]=1)[C:2]1[CH:3]=[CH:4][CH:5]=[CH:6][CH:7]=1. (3) Given the reactants [C:1]([CH:4]([CH2:10][C:11]([C:13]1[CH:14]=[C:15]2[C:20](=[CH:21][CH:22]=1)[O:19][CH2:18][CH2:17][C:16]2([CH3:24])[CH3:23])=O)[C:5]([O:7][CH2:8][CH3:9])=[O:6])(=O)[CH3:2].[NH2:25][C:26]1[CH:31]=[CH:30][C:29]([S:32]([NH2:35])(=[O:34])=[O:33])=[CH:28][CH:27]=1, predict the reaction product. The product is: [CH3:23][C:16]1([CH3:24])[C:15]2[C:20](=[CH:21][CH:22]=[C:13]([C:11]3[N:25]([C:26]4[CH:31]=[CH:30][C:29]([S:32](=[O:34])(=[O:33])[NH2:35])=[CH:28][CH:27]=4)[C:1]([CH3:2])=[C:4]([C:5]([O:7][CH2:8][CH3:9])=[O:6])[CH:10]=3)[CH:14]=2)[O:19][CH2:18][CH2:17]1. (4) Given the reactants [NH2:1][C:2]1[CH:3]=[CH:4][C:5]([CH3:27])=[C:6]([N:8]2[C:17](=[O:18])[C:16]3[C:11](=[CH:12][CH:13]=[C:14]([N:19]4[CH2:25][CH2:24][CH2:23][N:22]([CH3:26])[CH2:21][CH2:20]4)[CH:15]=3)[N:10]=[CH:9]2)[CH:7]=1.[F:28][C:29]1[CH:30]=[C:31]([CH:35]=[C:36]([F:38])[CH:37]=1)[C:32](Cl)=[O:33], predict the reaction product. The product is: [F:28][C:29]1[CH:30]=[C:31]([CH:35]=[C:36]([F:38])[CH:37]=1)[C:32]([NH:1][C:2]1[CH:3]=[CH:4][C:5]([CH3:27])=[C:6]([N:8]2[C:17](=[O:18])[C:16]3[C:11](=[CH:12][CH:13]=[C:14]([N:19]4[CH2:25][CH2:24][CH2:23][N:22]([CH3:26])[CH2:21][CH2:20]4)[CH:15]=3)[N:10]=[CH:9]2)[CH:7]=1)=[O:33]. (5) Given the reactants [Cl-].[Al+3].[Cl-].[Cl-].[C:5]1([CH3:14])[CH:10]=[CH:9][C:8]([C:11](Cl)=[O:12])=[CH:7][CH:6]=1.[C:15]1([S:21]([N:24]2[CH:28]=[CH:27][CH:26]=[CH:25]2)(=[O:23])=[O:22])[CH:20]=[CH:19][CH:18]=[CH:17][CH:16]=1, predict the reaction product. The product is: [C:15]1([S:21]([N:24]2[CH:25]=[CH:26][CH:27]=[C:28]2[C:11]([C:8]2[CH:9]=[CH:10][C:5]([CH3:14])=[CH:6][CH:7]=2)=[O:12])(=[O:23])=[O:22])[CH:16]=[CH:17][CH:18]=[CH:19][CH:20]=1.